The task is: Predict the reaction yield, written as a fraction of the theoretical maximum amount of product (1.0 means a 100% yield; for example, 0.34 means a 34% yield).. This data is from Reaction yield outcomes from USPTO patents with 853,638 reactions. (1) The reactants are ClN([C:10]1[C:19]2[C:14](=[CH:15][C:16](O)=[C:17](OC)[CH:18]=2)[N:13]=[CH:12][N:11]=1)C1C=CC=CC=1F.BrCCCOC1CCCCO1.C(=O)([O-])[O-].[K+].[K+]. The catalyst is CN(C=O)C.O. The product is [N:13]1[C:14]2[C:19](=[CH:18][CH:17]=[CH:16][CH:15]=2)[CH:10]=[N:11][CH:12]=1. The yield is 0.490. (2) The reactants are Br[C:2]1[CH:21]=[CH:20][C:5]2[C:6]([CH3:19])=[C:7]([C:9]([C:11]3[CH:16]=[CH:15][C:14]([Cl:17])=[CH:13][C:12]=3[Cl:18])=[O:10])[O:8][C:4]=2[CH:3]=1.[CH3:22][C:23]1[CH:24]=[C:25](B(O)O)[CH:26]=[CH:27][CH:28]=1.ClCCl.C([O-])([O-])=O.[Na+].[Na+]. The catalyst is C1(C)C=CC=CC=1.C(O)C. The product is [Cl:18][C:12]1[CH:13]=[C:14]([Cl:17])[CH:15]=[CH:16][C:11]=1[C:9]([C:7]1[O:8][C:4]2[CH:3]=[C:2]([C:27]3[CH:28]=[C:23]([CH3:22])[CH:24]=[CH:25][CH:26]=3)[CH:21]=[CH:20][C:5]=2[C:6]=1[CH3:19])=[O:10]. The yield is 0.690.